Dataset: Forward reaction prediction with 1.9M reactions from USPTO patents (1976-2016). Task: Predict the product of the given reaction. Given the reactants [Br:1][C:2]1[NH:6][C:5]([CH:7]=O)=[CH:4][CH:3]=1.[C:9]12([NH2:19])[CH2:18][CH:13]3[CH2:14][CH:15]([CH2:17][CH:11]([CH2:12]3)[CH2:10]1)[CH2:16]2, predict the reaction product. The product is: [C:9]12([NH:19][CH2:7][C:5]3[NH:6][C:2]([Br:1])=[CH:3][CH:4]=3)[CH2:16][CH:15]3[CH2:14][CH:13]([CH2:12][CH:11]([CH2:17]3)[CH2:10]1)[CH2:18]2.